Task: Regression/Classification. Given a drug SMILES string, predict its absorption, distribution, metabolism, or excretion properties. Task type varies by dataset: regression for continuous measurements (e.g., permeability, clearance, half-life) or binary classification for categorical outcomes (e.g., BBB penetration, CYP inhibition). Dataset: rlm.. Dataset: Rat liver microsome stability data The result is 0 (unstable in rat liver microsomes). The drug is O=C(O)C[C@H]1CCc2c1[nH]c1ccc(OCc3ccc(C4CCCC4)c(C(F)(F)F)c3)cc21.